This data is from Reaction yield outcomes from USPTO patents with 853,638 reactions. The task is: Predict the reaction yield, written as a fraction of the theoretical maximum amount of product (1.0 means a 100% yield; for example, 0.34 means a 34% yield). The catalyst is CN(C)C=O. The product is [Cl:28][C:29]1[N:30]=[C:31]([CH2:35][O:27][C:24]2[CH:25]=[CH:26][C:21]([CH2:20][C:17]3[CH:16]=[C:15]([C:14]4[C:9]([NH2:8])=[N:10][CH:11]=[CH:12][CH:13]=4)[O:19][N:18]=3)=[CH:22][CH:23]=2)[CH:32]=[CH:33][CH:34]=1. The reactants are O1CCCC1.[OH-].[Na+].[NH2:8][C:9]1[C:14]([C:15]2[O:19][N:18]=[C:17]([CH2:20][C:21]3[CH:26]=[CH:25][C:24]([OH:27])=[CH:23][CH:22]=3)[CH:16]=2)=[CH:13][CH:12]=[CH:11][N:10]=1.[Cl:28][C:29]1[CH:34]=[CH:33][CH:32]=[C:31]([CH2:35]Cl)[N:30]=1. The yield is 0.900.